From a dataset of Reaction yield outcomes from USPTO patents with 853,638 reactions. Predict the reaction yield, written as a fraction of the theoretical maximum amount of product (1.0 means a 100% yield; for example, 0.34 means a 34% yield). (1) The reactants are Br[C:2]1[CH:9]=[CH:8][C:5]([CH:6]=[O:7])=[C:4]([N+:10]([O-:12])=[O:11])[CH:3]=1.[N:13]1([C:18]([C:20]2[CH:25]=[CH:24][C:23](B(O)O)=[CH:22][CH:21]=2)=[O:19])[CH2:17][CH2:16][CH2:15][CH2:14]1.CCO.C([O-])([O-])=O.[Na+].[Na+]. The product is [N+:10]([C:4]1[CH:3]=[C:2]([C:23]2[CH:22]=[CH:21][C:20]([C:18]([N:13]3[CH2:14][CH2:15][CH2:16][CH2:17]3)=[O:19])=[CH:25][CH:24]=2)[CH:9]=[CH:8][C:5]=1[CH:6]=[O:7])([O-:12])=[O:11]. The catalyst is C1(C)C=CC=CC=1.C1C=CC([P]([Pd]([P](C2C=CC=CC=2)(C2C=CC=CC=2)C2C=CC=CC=2)([P](C2C=CC=CC=2)(C2C=CC=CC=2)C2C=CC=CC=2)[P](C2C=CC=CC=2)(C2C=CC=CC=2)C2C=CC=CC=2)(C2C=CC=CC=2)C2C=CC=CC=2)=CC=1. The yield is 0.900. (2) The reactants are [C:1]([O:4][CH2:5][C:6]1[C:11]([N:12]2[CH2:24][CH2:23][N:15]3[C:16]4[CH2:17][CH2:18][CH2:19][CH2:20][C:21]=4[CH:22]=[C:14]3[C:13]2=[O:25])=[CH:10][C:9]([F:26])=[CH:8][C:7]=1B1OC(C)(C)C(C)(C)O1)(=[O:3])[CH3:2].Br[C:37]1[CH:38]=[C:39]([NH:45][C:46]2[N:47]=[N:48][C:49]([N:52]3[CH2:57][CH2:56][N:55]([CH:58]4[CH2:61][O:60][CH2:59]4)[CH2:54][CH2:53]3)=[CH:50][CH:51]=2)[C:40](=[O:44])[N:41]([CH3:43])[CH:42]=1. No catalyst specified. The product is [C:1]([O:4][CH2:5][C:6]1[C:11]([N:12]2[CH2:24][CH2:23][N:15]3[C:16]4[CH2:17][CH2:18][CH2:19][CH2:20][C:21]=4[CH:22]=[C:14]3[C:13]2=[O:25])=[CH:10][C:9]([F:26])=[CH:8][C:7]=1[C:37]1[CH:38]=[C:39]([NH:45][C:46]2[N:47]=[N:48][C:49]([N:52]3[CH2:57][CH2:56][N:55]([CH:58]4[CH2:61][O:60][CH2:59]4)[CH2:54][CH2:53]3)=[CH:50][CH:51]=2)[C:40](=[O:44])[N:41]([CH3:43])[CH:42]=1)(=[O:3])[CH3:2]. The yield is 0.510. (3) The reactants are [CH3:1][O:2][C:3]1[CH:4]=[C:5]([CH:13]=[CH:14][C:15]=1[N+:16]([O-])=O)[O:6][CH:7]1[CH2:12][CH2:11][O:10][CH2:9][CH2:8]1. The catalyst is C(OCC)(=O)C.[Pd]. The product is [CH3:1][O:2][C:3]1[CH:4]=[C:5]([O:6][CH:7]2[CH2:12][CH2:11][O:10][CH2:9][CH2:8]2)[CH:13]=[CH:14][C:15]=1[NH2:16]. The yield is 0.850. (4) The reactants are CS[C:3](SC)=[C:4]1[C:13](=[O:14])[C:12]([CH3:20])([CH2:15][CH2:16][CH:17]([CH3:19])[CH3:18])[C:11]2[C:6](=[CH:7][CH:8]=[CH:9][CH:10]=2)[C:5]1=[O:21].[NH2:24][C:25]1[CH:30]=[CH:29][CH:28]=[CH:27][C:26]=1[S:31]([NH2:34])(=[O:33])=[O:32]. The catalyst is C1(C)C=CC=CC=1. The product is [O:32]=[S:31]1(=[O:33])[C:26]2[CH:27]=[CH:28][CH:29]=[CH:30][C:25]=2[NH:24][C:3]([C:4]2[C:13](=[O:14])[C:12]([CH3:20])([CH2:15][CH2:16][CH:17]([CH3:18])[CH3:19])[C:11]3[C:6]([C:5]=2[OH:21])=[CH:7][CH:8]=[CH:9][CH:10]=3)=[N:34]1. The yield is 0.990. (5) The reactants are [Br:1][C:2]1[NH:3][C:4]2[C:9]([C:10]=1[CH:11]=[O:12])=[CH:8][C:7]([O:13][CH3:14])=[CH:6][CH:5]=2.[H-].[Na+].Cl[CH2:18][CH2:19][CH2:20][C:21]#[N:22].[Na+].[Cl-]. The catalyst is CN1C(=O)CCC1. The product is [Br:1][C:2]1[N:3]([CH2:18][CH2:19][CH2:20][C:21]#[N:22])[C:4]2[C:9]([C:10]=1[CH:11]=[O:12])=[CH:8][C:7]([O:13][CH3:14])=[CH:6][CH:5]=2. The yield is 0.880. (6) The reactants are [NH:1]1[C:9]2[C:4](=[CH:5][CH:6]=[CH:7][CH:8]=2)[CH2:3][CH2:2]1.C=O.[BH3-][C:13]#N.[Na+]. The catalyst is CO.CC(O)=O.C(Cl)Cl. The product is [CH3:13][N:1]1[C:9]2[C:4](=[CH:5][CH:6]=[CH:7][CH:8]=2)[CH2:3][CH2:2]1. The yield is 0.870.